Dataset: Blood-brain barrier permeability classification from the B3DB database. Task: Regression/Classification. Given a drug SMILES string, predict its absorption, distribution, metabolism, or excretion properties. Task type varies by dataset: regression for continuous measurements (e.g., permeability, clearance, half-life) or binary classification for categorical outcomes (e.g., BBB penetration, CYP inhibition). Dataset: b3db_classification. (1) The result is 0 (does not penetrate BBB). The compound is O=c1c(O[C@@H]2O[C@@H](CO)[C@@H](O)[C@H](O)[C@@H]2O)c(-c2ccc(O)c(O)c2)oc2cc(O)cc(O)c12. (2) The compound is CC(C)(C)NC[C@H](O)COc1nsnc1N1CCOCC1. The result is 1 (penetrates BBB). (3) The drug is Oc1ccc2c(c1)[C@]13CCCC[C@]1(O)[C@H](C2)N(CC1CCC1)CC3. The result is 1 (penetrates BBB). (4) The compound is O=S(=O)(O)OC1C(O)COC(OC2COC(O)C(OS(=O)(=O)O)C2OS(=O)(=O)O)C1OS(=O)(=O)O. The result is 0 (does not penetrate BBB). (5) The molecule is O=C(O)c1ccccc1Nc1cccc(C(F)(F)F)c1. The result is 0 (does not penetrate BBB). (6) The drug is NC1CC1c1ccccc1. The result is 1 (penetrates BBB). (7) The molecule is CCN(CC)C(=O)NC1CC2c3cccc4[nH]cc(c34)CC2N(C)C1. The result is 1 (penetrates BBB). (8) The result is 1 (penetrates BBB). The molecule is C[C@@H](CC1c2ccccc2CCc2ccccc21)CN(C)C.